This data is from Full USPTO retrosynthesis dataset with 1.9M reactions from patents (1976-2016). The task is: Predict the reactants needed to synthesize the given product. (1) The reactants are: [NH2:1][CH2:2][C:3]1([OH:6])[CH2:5][CH2:4]1.[CH3:7][C:8]([CH3:13])([CH3:12])[CH2:9][CH:10]=O.[S-:14][C:15]#[N:16].[K+].II. Given the product [C:8]([C:9]1[S:14][C:15](=[NH:16])[N:1]([CH2:2][C:3]2([OH:6])[CH2:5][CH2:4]2)[CH:10]=1)([CH3:13])([CH3:12])[CH3:7], predict the reactants needed to synthesize it. (2) Given the product [CH3:18][C:19]1[CH:25]=[C:24]([OH:26])[C:23]([CH3:27])=[CH:22][C:20]=1[NH:21][C:2]1[CH:7]=[C:6]([C:8]([F:11])([F:10])[F:9])[N:5]=[C:4]([C:12]2[CH:13]=[N:14][CH:15]=[CH:16][CH:17]=2)[N:3]=1, predict the reactants needed to synthesize it. The reactants are: Cl[C:2]1[CH:7]=[C:6]([C:8]([F:11])([F:10])[F:9])[N:5]=[C:4]([C:12]2[CH:13]=[N:14][CH:15]=[CH:16][CH:17]=2)[N:3]=1.[CH3:18][C:19]1[CH:25]=[C:24]([OH:26])[C:23]([CH3:27])=[CH:22][C:20]=1[NH2:21].